From a dataset of Forward reaction prediction with 1.9M reactions from USPTO patents (1976-2016). Predict the product of the given reaction. (1) The product is: [C:8]([O:12][C:13](=[O:38])[CH2:14][N:15]([S:23]([C:26]1[CH:35]=[C:34]2[C:29]([C:30]([Cl:37])=[CH:31][N:32]=[C:33]2[NH:4][C:3]([NH2:5])=[NH:2])=[CH:28][CH:27]=1)(=[O:24])=[O:25])[CH2:16][C:17]1[CH:18]=[N:19][CH:20]=[CH:21][CH:22]=1)([CH3:11])([CH3:9])[CH3:10]. Given the reactants Cl.[NH2:2][C:3]([NH2:5])=[NH:4].[H-].[Na+].[C:8]([O:12][C:13](=[O:38])[CH2:14][N:15]([S:23]([C:26]1[CH:35]=[C:34]2[C:29]([C:30]([Cl:37])=[CH:31][N:32]=[C:33]2Cl)=[CH:28][CH:27]=1)(=[O:25])=[O:24])[CH2:16][C:17]1[CH:18]=[N:19][CH:20]=[CH:21][CH:22]=1)([CH3:11])([CH3:10])[CH3:9], predict the reaction product. (2) Given the reactants C(OC([N:8]1[CH2:13][CH2:12][N:11]([C:14](=[O:50])[C:15]2[CH:20]=[CH:19][C:18]([C:21]3[CH:26]=[CH:25][N:24]4[C:27]([C:30]5[CH:35]=[CH:34][C:33]([NH:36][C:37]([NH:39][C:40]6[CH:44]=[C:43]([C:45]([CH3:48])([CH3:47])[CH3:46])[O:42][N:41]=6)=[O:38])=[C:32]([F:49])[CH:31]=5)=[CH:28][N:29]=[C:23]4[CH:22]=3)=[CH:17][CH:16]=2)[CH2:10][CH2:9]1)=O)(C)(C)C.[ClH:51], predict the reaction product. The product is: [ClH:51].[C:45]([C:43]1[O:42][N:41]=[C:40]([NH:39][C:37]([NH:36][C:33]2[CH:34]=[CH:35][C:30]([C:27]3[N:24]4[CH:25]=[CH:26][C:21]([C:18]5[CH:19]=[CH:20][C:15]([C:14]([N:11]6[CH2:10][CH2:9][NH:8][CH2:13][CH2:12]6)=[O:50])=[CH:16][CH:17]=5)=[CH:22][C:23]4=[N:29][CH:28]=3)=[CH:31][C:32]=2[F:49])=[O:38])[CH:44]=1)([CH3:48])([CH3:46])[CH3:47]. (3) The product is: [ClH:45].[NH2:32][CH2:31][C:30]1[CH:40]=[CH:41][C:27]([C:25]([NH:24][CH2:23][C:22]2[CH:21]=[CH:20][C:19]([O:18][CH2:17][CH2:16][C:15]([N:11]3[CH2:10][C:9](=[O:8])[C@@H:13]([OH:14])[CH2:12]3)=[O:44])=[CH:43][CH:42]=2)=[O:26])=[CH:28][CH:29]=1. Given the reactants [Si]([O:8][C@@H:9]1[C:13](=[O:14])[CH2:12][N:11]([C:15](=[O:44])[CH2:16][CH2:17][O:18][C:19]2[CH:43]=[CH:42][C:22]([CH2:23][NH:24][C:25]([C:27]3[CH:41]=[CH:40][C:30]([CH2:31][NH:32]C(=O)OC(C)(C)C)=[CH:29][CH:28]=3)=[O:26])=[CH:21][CH:20]=2)[CH2:10]1)(C(C)(C)C)(C)C.[ClH:45], predict the reaction product.